Dataset: Full USPTO retrosynthesis dataset with 1.9M reactions from patents (1976-2016). Task: Predict the reactants needed to synthesize the given product. (1) The reactants are: [CH2:1]([C:8]1[CH:17]=[C:16]2[C:11]([C:12]([OH:35])=[C:13]([C:30]([O:32]CC)=O)[C:14](=[O:29])[N:15]2[CH2:18][C:19]2[CH:24]=[CH:23][C:22]([S:25]([CH3:28])(=[O:27])=[O:26])=[CH:21][CH:20]=2)=[N:10][CH:9]=1)[C:2]1[CH:7]=[CH:6][CH:5]=[CH:4][CH:3]=1.[CH:36]1([NH2:40])[CH2:39][CH2:38][CH2:37]1. Given the product [CH2:1]([C:8]1[CH:17]=[C:16]2[C:11]([C:12]([OH:35])=[C:13]([C:30]([NH:40][CH:36]3[CH2:39][CH2:38][CH2:37]3)=[O:32])[C:14](=[O:29])[N:15]2[CH2:18][C:19]2[CH:24]=[CH:23][C:22]([S:25]([CH3:28])(=[O:26])=[O:27])=[CH:21][CH:20]=2)=[N:10][CH:9]=1)[C:2]1[CH:7]=[CH:6][CH:5]=[CH:4][CH:3]=1, predict the reactants needed to synthesize it. (2) The reactants are: [Cl:1][CH2:2][CH2:3][CH2:4][O:5][C:6]1[CH:14]=[CH:13][C:9]([C:10]([NH2:12])=[O:11])=[CH:8][CH:7]=1.Br[CH:16]([CH3:20])[C:17](=O)[CH3:18]. Given the product [Cl:1][CH2:2][CH2:3][CH2:4][O:5][C:6]1[CH:14]=[CH:13][C:9]([C:10]2[O:11][C:16]([CH3:20])=[C:17]([CH3:18])[N:12]=2)=[CH:8][CH:7]=1, predict the reactants needed to synthesize it. (3) Given the product [CH3:1][CH2:2][CH2:3][C:4]1[N:8]([CH2:9][C:10]2[CH:11]=[CH:12][C:13]([C:16]3[CH:17]=[CH:18][CH:19]=[CH:20][C:21]=3[C:22]3[NH:26][N:25]=[N:24][N:23]=3)=[CH:14][CH:15]=2)[C:7]([C:46]([O:48][CH2:49][C:50]2[O:55][C:53](=[O:54])[O:52][C:51]=2[CH3:56])=[O:47])=[C:6]([C:57]([OH:60])([CH3:59])[CH3:58])[N:5]=1, predict the reactants needed to synthesize it. The reactants are: [CH3:1][CH2:2][CH2:3][C:4]1[N:8]([CH2:9][C:10]2[CH:15]=[CH:14][C:13]([C:16]3[C:21]([C:22]4[N:26](C(C5C=CC=CC=5)(C5C=CC=CC=5)C5C=CC=CC=5)[N:25]=[N:24][N:23]=4)=[CH:20][CH:19]=[CH:18][CH:17]=3)=[CH:12][CH:11]=2)[C:7]([C:46]([O:48][CH2:49][C:50]2[O:55][C:53](=[O:54])[O:52][C:51]=2[CH3:56])=[O:47])=[C:6]([C:57]([OH:60])([CH3:59])[CH3:58])[N:5]=1.S(=O)(=O)(O)O. (4) Given the product [C:1]([C:5]1[N:6]([CH2:17][C@@H:18]2[CH2:22][O:21][C:20]([CH3:24])([CH3:23])[O:19]2)[C:7]2[C:12]([CH:13]=1)=[CH:11][C:10]([NH2:14])=[CH:9][CH:8]=2)([CH3:4])([CH3:2])[CH3:3], predict the reactants needed to synthesize it. The reactants are: [C:1]([C:5]1[N:6]([CH2:17][C@@H:18]2[CH2:22][O:21][C:20]([CH3:24])([CH3:23])[O:19]2)[C:7]2[C:12]([CH:13]=1)=[CH:11][C:10]([N+:14]([O-])=O)=[CH:9][CH:8]=2)([CH3:4])([CH3:3])[CH3:2].C([O-])=O.[NH4+]. (5) Given the product [CH3:19][S:16]([NH:15][CH2:14][C@@H:2]([NH:1][C:28]1[C:37]2[C:32](=[CH:33][CH:34]=[CH:35][CH:36]=2)[N:31]=[CH:30][C:29]=1[N+:38]([O-:40])=[O:39])[CH2:3][CH2:4][CH2:5][NH:6][C:7](=[O:13])[O:8][C:9]([CH3:10])([CH3:11])[CH3:12])(=[O:18])=[O:17], predict the reactants needed to synthesize it. The reactants are: [NH2:1][C@H:2]([CH2:14][NH:15][S:16]([CH3:19])(=[O:18])=[O:17])[CH2:3][CH2:4][CH2:5][NH:6][C:7](=[O:13])[O:8][C:9]([CH3:12])([CH3:11])[CH3:10].C(N(CC)CC)C.Cl[C:28]1[C:37]2[C:32](=[CH:33][CH:34]=[CH:35][CH:36]=2)[N:31]=[CH:30][C:29]=1[N+:38]([O-:40])=[O:39]. (6) Given the product [CH2:26]([N:8]([CH2:1][C:2]1[CH:3]=[CH:4][CH:5]=[CH:6][CH:7]=1)[C@@H:9]([CH2:10][C:11]1[CH:12]=[CH:13][CH:14]=[CH:15][CH:16]=1)[C@H:17]([C@H:18]1[CH2:25][CH2:24][CH2:23][NH:19]1)[OH:21])[C:27]1[CH:28]=[CH:29][CH:30]=[CH:31][CH:32]=1, predict the reactants needed to synthesize it. The reactants are: [CH2:1]([N:8]([CH2:26][C:27]1[CH:32]=[CH:31][CH:30]=[CH:29][CH:28]=1)[C@H:9]([C@H:17]1[O:21]C(=O)[N:19]2[CH2:23][CH2:24][CH2:25][C@H:18]12)[CH2:10][C:11]1[CH:16]=[CH:15][CH:14]=[CH:13][CH:12]=1)[C:2]1[CH:7]=[CH:6][CH:5]=[CH:4][CH:3]=1. (7) The reactants are: [Br:1][C:2]1[CH:3]=[CH:4][C:5]([OH:13])=[C:6]([CH:12]=1)[C:7]([O:9][CH2:10][CH3:11])=[O:8].C(=O)([O-])[O-].[Cs+].[Cs+].I[CH2:21][CH3:22]. Given the product [Br:1][C:2]1[CH:3]=[CH:4][C:5]([O:13][CH2:21][CH3:22])=[C:6]([CH:12]=1)[C:7]([O:9][CH2:10][CH3:11])=[O:8], predict the reactants needed to synthesize it.